This data is from Retrosynthesis with 50K atom-mapped reactions and 10 reaction types from USPTO. The task is: Predict the reactants needed to synthesize the given product. (1) Given the product C[C@H](Nc1nc(N)nc(N)c1Cl)c1nc2ccn(C)c2cc1-c1ccnn1C, predict the reactants needed to synthesize it. The reactants are: C[C@H](N)c1nc2ccn(C)c2cc1-c1ccnn1C.Nc1nc(N)c(Cl)c(Cl)n1. (2) The reactants are: CCNS(=O)(=O)c1ccc(Br)cc1.Cn1c(C#N)ccc1B(O)O. Given the product CCNS(=O)(=O)c1ccc(-c2ccc(C#N)n2C)cc1, predict the reactants needed to synthesize it.